Dataset: Full USPTO retrosynthesis dataset with 1.9M reactions from patents (1976-2016). Task: Predict the reactants needed to synthesize the given product. (1) The reactants are: [Cl:1][C:2]1[CH:7]=[CH:6][C:5]([C:8]2([NH:11][C:12]3[N:17]=[C:16]([O:18][CH2:19][C:20]([F:23])([F:22])[F:21])[N:15]=[C:14]([NH:24][C:25]4[CH:33]=[CH:32][C:28]([C:29](Cl)=[O:30])=[CH:27][CH:26]=4)[N:13]=3)[CH2:10][CH2:9]2)=[CH:4][CH:3]=1.[NH2:34][C@@H:35]([C:43]([OH:45])=[O:44])[CH2:36][CH2:37][CH2:38][NH:39][C:40](=[NH:42])[NH2:41]. Given the product [Cl:1][C:2]1[CH:7]=[CH:6][C:5]([C:8]2([NH:11][C:12]3[N:17]=[C:16]([O:18][CH2:19][C:20]([F:23])([F:21])[F:22])[N:15]=[C:14]([NH:24][C:25]4[CH:26]=[CH:27][C:28]([C:29]([NH:34][C@H:35]([CH2:36][CH2:37][CH2:38][NH:39][C:40]([NH2:42])=[NH:41])[C:43]([OH:45])=[O:44])=[O:30])=[CH:32][CH:33]=4)[N:13]=3)[CH2:9][CH2:10]2)=[CH:4][CH:3]=1, predict the reactants needed to synthesize it. (2) The reactants are: [OH-].[Na+].[N:3]1[CH:8]=[CH:7][CH:6]=[C:5]([CH2:9][NH:10][C:11]([C:13]2[CH:41]=[CH:40][C:16]3[N:17]([C:20]4[CH:39]=[CH:38][C:23]([O:24][CH2:25][CH2:26][O:27][C:28]5[CH:29]=[N:30][CH:31]=[C:32]([CH:37]=5)[C:33]([O:35]C)=[O:34])=[CH:22][CH:21]=4)[CH:18]=[N:19][C:15]=3[CH:14]=2)=[O:12])[CH:4]=1.OC1C=NC=C(C=1)C(OC)=O. Given the product [N:3]1[CH:8]=[CH:7][CH:6]=[C:5]([CH2:9][NH:10][C:11]([C:13]2[CH:41]=[CH:40][C:16]3[N:17]([C:20]4[CH:39]=[CH:38][C:23]([O:24][CH2:25][CH2:26][O:27][C:28]5[CH:29]=[N:30][CH:31]=[C:32]([CH:37]=5)[C:33]([OH:35])=[O:34])=[CH:22][CH:21]=4)[CH:18]=[N:19][C:15]=3[CH:14]=2)=[O:12])[CH:4]=1, predict the reactants needed to synthesize it. (3) Given the product [CH3:27][S:26][C:23]1[N:22]=[CH:21][C:20]2=[CH:19][CH:18]=[C:17]([C:3]3[CH:8]=[CH:7][CH:6]=[CH:5][N:4]=3)[N:25]2[N:24]=1, predict the reactants needed to synthesize it. The reactants are: C[Sn](C)(C)[C:3]1[CH:8]=[CH:7][CH:6]=[CH:5][N:4]=1.CN(C)C=O.Br[C:17]1[N:25]2[C:20]([CH:21]=[N:22][C:23]([S:26][CH3:27])=[N:24]2)=[CH:19][CH:18]=1. (4) Given the product [CH2:16]([O:23][C:24]1[C:25]([CH3:33])=[C:26]([CH3:32])[C:27]([NH:31][C:11](=[O:12])[CH:10]([CH2:14][CH3:15])[CH2:8][CH3:9])=[N:28][C:29]=1[CH3:30])[C:17]1[CH:18]=[CH:19][CH:20]=[CH:21][CH:22]=1, predict the reactants needed to synthesize it. The reactants are: C(N(CC)CC)C.[CH2:8]([CH:10]([CH2:14][CH3:15])[C:11](Cl)=[O:12])[CH3:9].[CH2:16]([O:23][C:24]1[C:25]([CH3:33])=[C:26]([CH3:32])[C:27]([NH2:31])=[N:28][C:29]=1[CH3:30])[C:17]1[CH:22]=[CH:21][CH:20]=[CH:19][CH:18]=1.